This data is from Cav3 T-type calcium channel HTS with 100,875 compounds. The task is: Binary Classification. Given a drug SMILES string, predict its activity (active/inactive) in a high-throughput screening assay against a specified biological target. The drug is O=C(N(CC)CC)C1CCCN(C1)C\C(C)=C\c1ccccc1. The result is 0 (inactive).